Regression/Classification. Given a drug SMILES string, predict its absorption, distribution, metabolism, or excretion properties. Task type varies by dataset: regression for continuous measurements (e.g., permeability, clearance, half-life) or binary classification for categorical outcomes (e.g., BBB penetration, CYP inhibition). Dataset: cyp2d6_veith. From a dataset of CYP2D6 inhibition data for predicting drug metabolism from PubChem BioAssay. (1) The compound is CO[C@H]1COC(=O)C/C=C\[C@H](C)[C@@H](OC)COC(=O)[C@H](Cc2ccccc2)NC(=O)C/C=C\[C@@H]1C. The result is 0 (non-inhibitor). (2) The result is 0 (non-inhibitor). The molecule is CN(Cc1ccco1)c1cc(-c2cccc(C#N)c2)ncn1. (3) The compound is COc1cc2c(cc1OC)C(C(=O)N1CCOCC1)C(c1cccs1)N(C)C2=O. The result is 0 (non-inhibitor). (4) The compound is O=C(O)c1cc(=O)[nH]c(=S)[nH]1. The result is 0 (non-inhibitor). (5) The molecule is CCc1c(C)nc2ccc(Br)cc2c1Cl. The result is 1 (inhibitor).